From a dataset of Full USPTO retrosynthesis dataset with 1.9M reactions from patents (1976-2016). Predict the reactants needed to synthesize the given product. (1) Given the product [F:28][C:25]1[CH:26]=[CH:27][C:22]([C:21]2[S:20][C:19]([CH3:29])=[N:18][C:17]=2[C:15]([N:11]2[CH2:12][CH2:13][CH2:14][C@H:10]2[CH2:9][NH:8][C:5]2[N:4]=[CH:3][C:2]([CH3:32])=[CH:7][N:6]=2)=[O:16])=[CH:23][CH:24]=1, predict the reactants needed to synthesize it. The reactants are: Br[C:2]1[CH:3]=[N:4][C:5]([NH:8][CH2:9][C@@H:10]2[CH2:14][CH2:13][CH2:12][N:11]2[C:15]([C:17]2[N:18]=[C:19]([CH3:29])[S:20][C:21]=2[C:22]2[CH:27]=[CH:26][C:25]([F:28])=[CH:24][CH:23]=2)=[O:16])=[N:6][CH:7]=1.[Cl-].[Li+].[CH3:32][Sn](C)(C)C. (2) Given the product [F:66][C:64]1[CH:63]=[CH:62][C:61]([C:67]([F:69])([F:68])[F:70])=[C:60]([CH:65]=1)[C:59]([N:56]1[CH2:57][CH2:58][N:53]([C:51](=[O:52])[CH2:50][NH:49][C:22](=[O:24])[C:21]2[CH:20]=[CH:19][C:18]([N:15]3[CH2:14][CH2:13][N:12]([CH3:11])[CH2:17][CH2:16]3)=[CH:26][CH:25]=2)[CH2:54][CH2:55]1)=[O:71], predict the reactants needed to synthesize it. The reactants are: CCN(C(C)C)C(C)C.Cl.[CH3:11][N:12]1[CH2:17][CH2:16][N:15]([C:18]2[CH:26]=[CH:25][C:21]([C:22]([OH:24])=O)=[CH:20][CH:19]=2)[CH2:14][CH2:13]1.C1C=CC2N(O)N=NC=2C=1.CCN=C=NCCCN(C)C.Cl.[NH2:49][CH2:50][C:51]([N:53]1[CH2:58][CH2:57][N:56]([C:59](=[O:71])[C:60]2[CH:65]=[C:64]([F:66])[CH:63]=[CH:62][C:61]=2[C:67]([F:70])([F:69])[F:68])[CH2:55][CH2:54]1)=[O:52]. (3) Given the product [C:19]([N:4]1[C:5]([CH2:6][C:7]([O:9][CH2:10][CH3:11])=[O:8])=[N:1][N:2]=[N:3]1)([C:20]1[CH:25]=[CH:24][CH:23]=[CH:22][CH:21]=1)([C:32]1[CH:33]=[CH:34][CH:35]=[CH:36][CH:37]=1)[C:26]1[CH:27]=[CH:28][CH:29]=[CH:30][CH:31]=1, predict the reactants needed to synthesize it. The reactants are: [NH:1]1[C:5]([CH2:6][C:7]([O:9][CH2:10][CH3:11])=[O:8])=[N:4][N:3]=[N:2]1.C(N(CC)CC)C.[C:19](Cl)([C:32]1[CH:37]=[CH:36][CH:35]=[CH:34][CH:33]=1)([C:26]1[CH:31]=[CH:30][CH:29]=[CH:28][CH:27]=1)[C:20]1[CH:25]=[CH:24][CH:23]=[CH:22][CH:21]=1.O.